This data is from Reaction yield outcomes from USPTO patents with 853,638 reactions. The task is: Predict the reaction yield, written as a fraction of the theoretical maximum amount of product (1.0 means a 100% yield; for example, 0.34 means a 34% yield). (1) The reactants are [CH2:1]([O:8][C:9]([NH:11][C@H:12]([C:21]([O:23][C:24]([CH3:27])([CH3:26])[CH3:25])=[O:22])[CH2:13][C:14]1[CH:15]=[N:16][C:17](Br)=[CH:18][CH:19]=1)=[O:10])[C:2]1[CH:7]=[CH:6][CH:5]=[CH:4][CH:3]=1.[CH3:28][C:29]1[C:34](P([C:34]2[C:29]([CH3:28])=[CH:30]C=CC=2)[C:34]2[C:29]([CH3:28])=[CH:30]C=CC=2)=CC=C[CH:30]=1.[C:50]([O-:53])(=[O:52])C.[Na+].ClC1C=CC=C(Cl)C=1C(N[C@H](C(O)=O)CC1C=CC([CH2:69][CH2:70][CH2:71][C:72]2[CH:77]=[CH:76][CH:75]=[C:74]([NH:78][CH3:79])[N:73]=2)=CC=1)=O. The catalyst is O1CCOCC1.C([Pd]Cl)C=C. The product is [CH2:1]([O:8][C:9]([NH:11][C@H:12]([C:21]([O:23][C:24]([CH3:27])([CH3:26])[CH3:25])=[O:22])[CH2:13][C:14]1[CH:15]=[N:16][C:17](/[CH:69]=[CH:70]/[CH2:71][C:72]2[CH:77]=[CH:76][CH:75]=[C:74]([N:78]([C:50]([O:53][C:29]([CH3:34])([CH3:30])[CH3:28])=[O:52])[CH3:79])[N:73]=2)=[CH:18][CH:19]=1)=[O:10])[C:2]1[CH:7]=[CH:6][CH:5]=[CH:4][CH:3]=1. The yield is 0.0300. (2) The reactants are [C:1]([C:3]1[CH:4]=[C:5]2[C:10](=[CH:11][C:12]=1[O:13][C:14]1[CH:19]=[CH:18][C:17]([C:20](=[O:30])[NH:21][CH2:22][CH2:23][C:24]3[CH:29]=[CH:28][CH:27]=[CH:26][CH:25]=3)=[CH:16][CH:15]=1)[O:9][CH2:8][CH2:7][CH:6]2[C:31]([O:33]C)=[O:32])#[N:2].[OH-].[Na+].O.CO. The catalyst is C1COCC1.C(OCC)(=O)C.Cl. The product is [C:1]([C:3]1[CH:4]=[C:5]2[C:10](=[CH:11][C:12]=1[O:13][C:14]1[CH:15]=[CH:16][C:17]([C:20](=[O:30])[NH:21][CH2:22][CH2:23][C:24]3[CH:25]=[CH:26][CH:27]=[CH:28][CH:29]=3)=[CH:18][CH:19]=1)[O:9][CH2:8][CH2:7][CH:6]2[C:31]([OH:33])=[O:32])#[N:2]. The yield is 0.769. (3) The reactants are [O:1]1[C:5]2([CH2:10][CH2:9][CH:8]([N:11]3[C:16](=[O:17])[C:15]([CH2:18][C:19]4[CH:24]=[CH:23][C:22]([C:25]5[C:26]([C:31]#[N:32])=[CH:27][CH:28]=[CH:29][CH:30]=5)=[CH:21][CH:20]=4)=[C:14]([CH2:33][CH2:34][CH3:35])[N:13]4[N:36]=[C:37]([CH3:39])[N:38]=[C:12]34)[CH2:7][CH2:6]2)[O:4][CH2:3][CH2:2]1.C([BH3-])#N.[Na+].B(F)(F)F.CCOCC.C(=O)([O-])O.[Na+]. The catalyst is O1CCCC1. The product is [OH:1][CH2:2][CH2:3][O:4][C@@H:5]1[CH2:10][CH2:9][C@H:8]([N:11]2[C:16](=[O:17])[C:15]([CH2:18][C:19]3[CH:24]=[CH:23][C:22]([C:25]4[C:26]([C:31]#[N:32])=[CH:27][CH:28]=[CH:29][CH:30]=4)=[CH:21][CH:20]=3)=[C:14]([CH2:33][CH2:34][CH3:35])[N:13]3[N:36]=[C:37]([CH3:39])[N:38]=[C:12]23)[CH2:7][CH2:6]1. The yield is 0.420. (4) The product is [F:19][C:16]1[CH:17]=[CH:18][C:13]([CH2:12][CH2:11][CH2:10][N:8]([CH3:9])[C:6]2[N:7]=[C:2]([N:35]3[CH2:36][CH2:37][N:32]([CH3:31])[CH2:33][CH2:34]3)[N:3]=[C:4]([CH2:20][NH:21][CH2:22][CH2:23][C:24]3[CH:29]=[CH:28][C:27]([OH:30])=[CH:26][CH:25]=3)[N:5]=2)=[CH:14][CH:15]=1. The yield is 0.970. The catalyst is O. The reactants are Cl[C:2]1[N:7]=[C:6]([N:8]([CH2:10][CH2:11][CH2:12][C:13]2[CH:18]=[CH:17][C:16]([F:19])=[CH:15][CH:14]=2)[CH3:9])[N:5]=[C:4]([CH2:20][NH:21][CH2:22][CH2:23][C:24]2[CH:29]=[CH:28][C:27]([OH:30])=[CH:26][CH:25]=2)[N:3]=1.[CH3:31][N:32]1[CH2:37][CH2:36][NH:35][CH2:34][CH2:33]1.CC#N.C(O)(C(F)(F)F)=O. (5) The reactants are C([O:8][C:9]1[CH:17]=[C:16]2[C:12]([C@H:13]([CH2:25][Cl:26])[CH2:14][N:15]2[C:18]([O:20][C:21]([CH3:24])([CH3:23])[CH3:22])=[O:19])=[C:11]2[C:27]([CH3:30])=[CH:28][S:29][C:10]=12)C1C=CC=CC=1.C([O-])=O.[NH4+]. The catalyst is C1COCC1.CCOCC.S([O-])([O-])(=O)=O.[Na+].[Na+].[Pd]. The product is [Cl:26][CH2:25][C@H:13]1[C:12]2[C:16](=[CH:17][C:9]([OH:8])=[C:10]3[S:29][CH:28]=[C:27]([CH3:30])[C:11]3=2)[N:15]([C:18]([O:20][C:21]([CH3:24])([CH3:23])[CH3:22])=[O:19])[CH2:14]1. The yield is 1.00. (6) The reactants are CS(O[CH:6]([C:24]1[CH:29]=[CH:28][C:27]([N+:30]([O-:32])=[O:31])=[CH:26][CH:25]=1)[CH2:7][CH2:8][CH:9](OS(C)(=O)=O)[C:10]1[CH:15]=[CH:14][C:13]([N+:16]([O-:18])=[O:17])=[CH:12][CH:11]=1)(=O)=O.[F:33][C:34]1[CH:40]=[CH:39][C:37]([NH2:38])=[CH:36][CH:35]=1. No catalyst specified. The product is [F:33][C:34]1[CH:40]=[CH:39][C:37]([N:38]2[CH:9]([C:10]3[CH:15]=[CH:14][C:13]([N+:16]([O-:18])=[O:17])=[CH:12][CH:11]=3)[CH2:8][CH2:7][CH:6]2[C:24]2[CH:29]=[CH:28][C:27]([N+:30]([O-:32])=[O:31])=[CH:26][CH:25]=2)=[CH:36][CH:35]=1. The yield is 1.00. (7) The yield is 0.900. The reactants are C(N(CC)C(C)C)(C)C.O[C@@H:11]1[CH2:15][CH2:14][O:13][C:12]1=[O:16].FC(F)(F)S(OS(C(F)(F)F)(=O)=O)(=O)=O.[Cl:32][C:33]1[C:41]([F:42])=[CH:40][CH:39]=[C:38]2[C:34]=1[CH2:35][CH2:36][NH:37]2. The catalyst is C(Cl)Cl. The product is [Cl:32][C:33]1[C:41]([F:42])=[CH:40][CH:39]=[C:38]2[C:34]=1[CH2:35][CH2:36][N:37]2[C@H:11]1[CH2:15][CH2:14][O:13][C:12]1=[O:16]. (8) The reactants are [CH3:1][O:2][C:3](=[O:25])[C:4](C)([CH2:9][C@H:10]1[CH2:14][C:13](=[O:15])[N:12]([C@H:16]([C:18]2[CH:23]=[CH:22][CH:21]=[CH:20][CH:19]=2)[CH3:17])[CH2:11]1)[C:5](OC)=O.[Na+].[Cl-].CS(C)=O. The catalyst is O. The yield is 0.400. The product is [CH3:1][O:2][C:3](=[O:25])[CH:4]([CH3:5])[CH2:9][C@H:10]1[CH2:14][C:13](=[O:15])[N:12]([C@H:16]([C:18]2[CH:19]=[CH:20][CH:21]=[CH:22][CH:23]=2)[CH3:17])[CH2:11]1.